This data is from Peptide-MHC class I binding affinity with 185,985 pairs from IEDB/IMGT. The task is: Regression. Given a peptide amino acid sequence and an MHC pseudo amino acid sequence, predict their binding affinity value. This is MHC class I binding data. (1) The peptide sequence is MGVTGILQL. The MHC is HLA-A11:01 with pseudo-sequence HLA-A11:01. The binding affinity (normalized) is 0. (2) The peptide sequence is DRFFKTLRA. The MHC is HLA-B44:02 with pseudo-sequence HLA-B44:02. The binding affinity (normalized) is 0.362. (3) The MHC is HLA-A68:02 with pseudo-sequence HLA-A68:02. The peptide sequence is KLMALELFK. The binding affinity (normalized) is 0.0847. (4) The peptide sequence is QNGALAINTF. The MHC is HLA-B58:01 with pseudo-sequence HLA-B58:01. The binding affinity (normalized) is 0. (5) The peptide sequence is IAVSIISIL. The MHC is Mamu-A01 with pseudo-sequence Mamu-A01. The binding affinity (normalized) is 0.541. (6) The peptide sequence is SQVLQQSTY. The MHC is HLA-A68:01 with pseudo-sequence HLA-A68:01. The binding affinity (normalized) is 0.0255. (7) The peptide sequence is NSLDPMTNSGCATAL. The MHC is HLA-A02:01 with pseudo-sequence HLA-A02:01. The binding affinity (normalized) is 1.00.